This data is from Forward reaction prediction with 1.9M reactions from USPTO patents (1976-2016). The task is: Predict the product of the given reaction. (1) Given the reactants [CH2:1]([C@H:8]1[CH2:12][O:11][C:10](=[O:13])[N:9]1[C:14](=[O:35])[C@@H:15]([O:32][CH2:33][CH3:34])[CH2:16][C:17]1[CH:22]=[CH:21][C:20]([O:23]CC2C=CC=CC=2)=[CH:19][C:18]=1[CH3:31])[C:2]1[CH:7]=[CH:6][CH:5]=[CH:4][CH:3]=1, predict the reaction product. The product is: [CH2:1]([C@H:8]1[CH2:12][O:11][C:10](=[O:13])[N:9]1[C:14](=[O:35])[C@@H:15]([O:32][CH2:33][CH3:34])[CH2:16][C:17]1[CH:22]=[CH:21][C:20]([OH:23])=[CH:19][C:18]=1[CH3:31])[C:2]1[CH:3]=[CH:4][CH:5]=[CH:6][CH:7]=1. (2) Given the reactants [F:1][C:2]1[CH:38]=[C:37]([O:39][CH3:40])[C:36]([O:41][CH3:42])=[CH:35][C:3]=1[CH2:4][N:5]1[C:10]2[CH:11]=[C:12]([C:14]3[CH:19]=[CH:18][CH:17]=[CH:16][CH:15]=3)[S:13][C:9]=2[C:8](=[O:20])[N:7]([CH:21]2[CH2:26][CH2:25][N:24](C(OC(C)(C)C)=O)[CH2:23][CH2:22]2)[C:6]1=[O:34].[ClH:43], predict the reaction product. The product is: [ClH:43].[F:1][C:2]1[CH:38]=[C:37]([O:39][CH3:40])[C:36]([O:41][CH3:42])=[CH:35][C:3]=1[CH2:4][N:5]1[C:10]2[CH:11]=[C:12]([C:14]3[CH:15]=[CH:16][CH:17]=[CH:18][CH:19]=3)[S:13][C:9]=2[C:8](=[O:20])[N:7]([CH:21]2[CH2:26][CH2:25][NH:24][CH2:23][CH2:22]2)[C:6]1=[O:34]. (3) Given the reactants [BH4-].[Na+].[Cl-].[Ca+2].[Cl-].[CH2:6]([N:13]1[CH2:18][CH2:17][N:16]([C:19]([C:21]2[CH:25]=[C:24]([CH3:26])[N:23]([C:27]3[CH:32]=[CH:31][CH:30]=[CH:29][CH:28]=3)[C:22]=2[C:33]2[CH:38]=[CH:37][CH:36]=[CH:35][CH:34]=2)=[O:20])[CH:15]([CH2:39][C:40](OC)=[O:41])[CH2:14]1)[C:7]1[CH:12]=[CH:11][CH:10]=[CH:9][CH:8]=1.C(OCC)(=O)C, predict the reaction product. The product is: [CH2:6]([N:13]1[CH2:18][CH2:17][N:16]([C:19]([C:21]2[CH:25]=[C:24]([CH3:26])[N:23]([C:27]3[CH:32]=[CH:31][CH:30]=[CH:29][CH:28]=3)[C:22]=2[C:33]2[CH:34]=[CH:35][CH:36]=[CH:37][CH:38]=2)=[O:20])[CH:15]([CH2:39][CH2:40][OH:41])[CH2:14]1)[C:7]1[CH:12]=[CH:11][CH:10]=[CH:9][CH:8]=1. (4) Given the reactants Br[C:2]1[S:10][C:9]2[C:8](=[O:11])[N:7]=[CH:6][N:5]([CH2:12][C:13]3[CH:18]=[CH:17][C:16]([Cl:19])=[CH:15][CH:14]=3)[C:4]=2[CH:3]=1.C([O-])([O-])=O.[K+].[K+].O1[CH2:31][CH2:30][O:29][CH2:28][CH2:27]1, predict the reaction product. The product is: [CH2:28]([O:29][C:30]1[CH:31]=[CH:13][C:14]([C:2]2[S:10][C:9]3[C:8](=[O:11])[N:7]=[CH:6][N:5]([CH2:12][C:13]4[CH:18]=[CH:17][C:16]([Cl:19])=[CH:15][CH:14]=4)[C:4]=3[CH:3]=2)=[CH:15][C:16]=1[Cl:19])[C:27]1[CH:8]=[CH:9][CH:4]=[CH:3][CH:2]=1.